Dataset: Catalyst prediction with 721,799 reactions and 888 catalyst types from USPTO. Task: Predict which catalyst facilitates the given reaction. (1) Reactant: ClC(OCC(C)C)=O.[Cl:9][C:10]1[CH:15]=[CH:14][C:13]([CH:16]([C:36]2[CH:41]=[CH:40][C:39]([Cl:42])=[CH:38][CH:37]=2)[N:17]2[CH2:20][CH:19]([N:21]([S:32]([CH3:35])(=[O:34])=[O:33])[C:22]3[CH:23]=[C:24]([CH:28]=[C:29]([F:31])[CH:30]=3)[C:25](O)=[O:26])[CH2:18]2)=[CH:12][CH:11]=1.C(N(CC)CC)C.[NH2:50][C@@H:51]([CH3:54])[CH2:52][OH:53]. Product: [Cl:9][C:10]1[CH:11]=[CH:12][C:13]([CH:16]([C:36]2[CH:41]=[CH:40][C:39]([Cl:42])=[CH:38][CH:37]=2)[N:17]2[CH2:18][CH:19]([N:21]([S:32]([CH3:35])(=[O:34])=[O:33])[C:22]3[CH:23]=[C:24]([CH:28]=[C:29]([F:31])[CH:30]=3)[C:25]([NH:50][CH:51]([CH3:54])[CH2:52][OH:53])=[O:26])[CH2:20]2)=[CH:14][CH:15]=1. The catalyst class is: 7. (2) Reactant: [C:1]([O:5][C:6]([NH:8][C@@H:9]([CH2:20][CH2:21][C:22]([O:24][CH3:25])=[O:23])[C:10]([O:12][CH2:13][C:14]1[CH:19]=[CH:18][CH:17]=[CH:16][CH:15]=1)=[O:11])=[O:7])([CH3:4])([CH3:3])[CH3:2].[CH3:26][C:27]([O:30][C:31](O[C:31]([O:30][C:27]([CH3:29])([CH3:28])[CH3:26])=[O:32])=[O:32])([CH3:29])[CH3:28]. Product: [C:1]([O:5][C:6]([N:8]([C:31]([O:30][C:27]([CH3:29])([CH3:28])[CH3:26])=[O:32])[C@@H:9]([CH2:20][CH2:21][C:22]([O:24][CH3:25])=[O:23])[C:10]([O:12][CH2:13][C:14]1[CH:19]=[CH:18][CH:17]=[CH:16][CH:15]=1)=[O:11])=[O:7])([CH3:4])([CH3:3])[CH3:2]. The catalyst class is: 616. (3) Reactant: [ClH:1].[C:2]1([C:8]#[C:9][C:10]2[CH:11]=[C:12]([C:16]([N:18]3[CH2:23][CH2:22][CH:21]([C:24]4[CH:25]=[C:26]([CH:30]=[CH:31][CH:32]=4)[C:27]([NH2:29])=[NH:28])[CH2:20][CH2:19]3)=[O:17])[CH:13]=[N:14][CH:15]=2)[CH:7]=[CH:6][CH:5]=[CH:4][CH:3]=1. Product: [ClH:1].[C:2]1([CH2:8][CH2:9][C:10]2[CH:11]=[C:12]([C:16]([N:18]3[CH2:19][CH2:20][CH:21]([C:24]4[CH:25]=[C:26]([CH:30]=[CH:31][CH:32]=4)[C:27]([NH2:29])=[NH:28])[CH2:22][CH2:23]3)=[O:17])[CH:13]=[N:14][CH:15]=2)[CH:3]=[CH:4][CH:5]=[CH:6][CH:7]=1. The catalyst class is: 29. (4) Reactant: [C:1]([O:5][C:6]([N:8]1[CH2:13][CH2:12][CH:11]([C:14]2[C:19](Br)=[CH:18][CH:17]=[CH:16][N:15]=2)[CH2:10][CH2:9]1)=[O:7])([CH3:4])([CH3:3])[CH3:2].C[C:22]1[CH:23]=[C:24](B(O)O)[CH:25]=[CH:26][CH:27]=1.C([O-])([O-])=O.[Na+].[Na+].O. Product: [C:1]([O:5][C:6]([N:8]1[CH2:13][CH2:12][CH:11]([C:14]2[C:19]([C:22]3[CH:23]=[CH:24][CH:25]=[CH:26][CH:27]=3)=[CH:18][CH:17]=[CH:16][N:15]=2)[CH2:10][CH2:9]1)=[O:7])([CH3:4])([CH3:3])[CH3:2]. The catalyst class is: 75.